From a dataset of Forward reaction prediction with 1.9M reactions from USPTO patents (1976-2016). Predict the product of the given reaction. Given the reactants [OH-].[Na+].[CH3:3][O:4][C:5]1[CH:6]=[C:7]([C:15]#[C:16]/[CH:17]=[CH:18]/[C:19]([N:21]2[CH2:26][CH2:25][CH:24]([CH2:27][CH:28]([C:54]([O:56]C)=[O:55])[CH2:29][CH:30]3[CH2:35][CH2:34][N:33]([C:36](=[O:53])/[CH:37]=[CH:38]/[C:39]#[C:40][C:41]4[CH:46]=[C:45]([O:47][CH3:48])[C:44]([O:49][CH3:50])=[C:43]([O:51][CH3:52])[CH:42]=4)[CH2:32][CH2:31]3)[CH2:23][CH2:22]2)=[O:20])[CH:8]=[C:9]([O:13][CH3:14])[C:10]=1[O:11][CH3:12].Cl, predict the reaction product. The product is: [CH3:52][O:51][C:43]1[CH:42]=[C:41]([C:40]#[C:39]/[CH:38]=[CH:37]/[C:36]([N:33]2[CH2:32][CH2:31][CH:30]([CH2:29][CH:28]([C:54]([OH:56])=[O:55])[CH2:27][CH:24]3[CH2:25][CH2:26][N:21]([C:19](=[O:20])/[CH:18]=[CH:17]/[C:16]#[C:15][C:7]4[CH:6]=[C:5]([O:4][CH3:3])[C:10]([O:11][CH3:12])=[C:9]([O:13][CH3:14])[CH:8]=4)[CH2:22][CH2:23]3)[CH2:35][CH2:34]2)=[O:53])[CH:46]=[C:45]([O:47][CH3:48])[C:44]=1[O:49][CH3:50].